Dataset: Catalyst prediction with 721,799 reactions and 888 catalyst types from USPTO. Task: Predict which catalyst facilitates the given reaction. (1) Reactant: Br[CH2:2][C:3]1[CH:8]=[CH:7][C:6]([F:9])=[CH:5][C:4]=1[I:10].[H-].[Na+].[NH:13]([C:21]([O:23][C:24]([CH3:27])([CH3:26])[CH3:25])=[O:22])[C:14]([O:16][C:17]([CH3:20])([CH3:19])[CH3:18])=[O:15].C(=O)(O)[O-]. Product: [F:9][C:6]1[CH:7]=[CH:8][C:3]([CH2:2][N:13]([C:14]([O:16][C:17]([CH3:20])([CH3:19])[CH3:18])=[O:15])[C:21]([O:23][C:24]([CH3:25])([CH3:26])[CH3:27])=[O:22])=[C:4]([I:10])[CH:5]=1. The catalyst class is: 18. (2) Reactant: [CH3:1][C:2]([CH3:13])([C:7](=O)[C:8](OC)=[O:9])[C:3]([O:5][CH3:6])=[O:4].[F:14][C:15]1[C:35]([F:36])=[CH:34][CH:33]=[CH:32][C:16]=1[CH2:17][N:18]1[C:22]2=[N:23][C:24]([CH3:27])=[N:25][CH:26]=[C:21]2[C:20]([C:28](=[NH:31])[NH:29][NH2:30])=[N:19]1. Product: [F:14][C:15]1[C:35]([F:36])=[CH:34][CH:33]=[CH:32][C:16]=1[CH2:17][N:18]1[C:22]2=[N:23][C:24]([CH3:27])=[N:25][CH:26]=[C:21]2[C:20]([C:28]2[N:29]=[N:30][C:7]([C:2]([CH3:13])([CH3:1])[C:3]([O:5][CH3:6])=[O:4])=[C:8]([OH:9])[N:31]=2)=[N:19]1. The catalyst class is: 8.